Predict the reaction yield, written as a fraction of the theoretical maximum amount of product (1.0 means a 100% yield; for example, 0.34 means a 34% yield). From a dataset of Reaction yield outcomes from USPTO patents with 853,638 reactions. (1) The reactants are [NH2:1][C:2]1[C:3]([C:9]([NH2:11])=[O:10])=[N:4][C:5](Br)=[CH:6][CH:7]=1.[Br:12][C:13]1[CH:14]=[CH:15][C:16]([F:22])=[C:17](B(O)O)[CH:18]=1. No catalyst specified. The product is [NH2:1][C:2]1[C:3]([C:9]([NH2:11])=[O:10])=[N:4][C:5]([C:15]2[CH:14]=[C:13]([Br:12])[CH:18]=[CH:17][C:16]=2[F:22])=[CH:6][CH:7]=1. The yield is 0.710. (2) The reactants are O[CH2:2][CH2:3][CH:4]1[S:8][C:7]([C:9]2[NH:10][C:11]3[C:16]([CH:17]=2)=[CH:15][CH:14]=[CH:13][C:12]=3[N:18]([CH3:27])[S:19]([C:22]2[S:23][CH:24]=[CH:25][CH:26]=2)(=[O:21])=[O:20])=[N:6][CH2:5]1.C1(P(C2C=CC=CC=2)C2C=CC=CC=2)C=CC=CC=1.[N:47](C(OCC)=O)=NC(OCC)=O.C1(P(N=[N+]=[N-])(C2C=CC=CC=2)=O)C=CC=CC=1.C(=O)([O-])O.[Na+]. The catalyst is O1CCCC1.O.C1(C)C=CC=CC=1. The yield is 0.410. The product is [NH2:47][CH2:2][CH2:3][CH:4]1[S:8][C:7]([C:9]2[NH:10][C:11]3[C:16]([CH:17]=2)=[CH:15][CH:14]=[CH:13][C:12]=3[N:18]([CH3:27])[S:19]([C:22]2[S:23][CH:24]=[CH:25][CH:26]=2)(=[O:21])=[O:20])=[N:6][CH2:5]1. (3) The reactants are Cl.Cl.[OH:3][CH2:4][C@@H:5]1[CH2:14][N:9]2[CH2:10][CH2:11][NH:12][CH2:13][C@@H:8]2[CH2:7][CH2:6]1.Cl[C:16]1[CH:21]=[CH:20][C:19]([Cl:22])=[CH:18][N:17]=1.C(=O)([O-])[O-].[Na+].[Na+]. The catalyst is C(O)CC(C)C. The product is [OH:3][CH2:4][C@@H:5]1[CH2:14][N:9]2[CH2:10][CH2:11][N:12]([C:16]3[CH:21]=[CH:20][C:19]([Cl:22])=[CH:18][N:17]=3)[CH2:13][C@@H:8]2[CH2:7][CH2:6]1. The yield is 0.590. (4) The reactants are [C:1]1([C:15]2[CH:20]=[CH:19][CH:18]=[CH:17][CH:16]=2)[CH:6]=[CH:5][C:4]([C:7]([CH:9]2[NH:13][C:12](=[O:14])[CH2:11][CH2:10]2)=O)=[CH:3][CH:2]=1.OS(O)(=O)=O.[H][H]. The catalyst is C1COCC1.CO.C1(C)C=CC=CC=1.[Pd]. The product is [C:1]1([C:15]2[CH:16]=[CH:17][CH:18]=[CH:19][CH:20]=2)[CH:2]=[CH:3][C:4]([CH2:7][CH:9]2[NH:13][C:12](=[O:14])[CH2:11][CH2:10]2)=[CH:5][CH:6]=1. The yield is 0.965. (5) The reactants are [CH3:1][C:2]1[CH:7]=[CH:6][CH:5]=[CH:4][C:3]=1[C:8](=[CH:13][O:14][CH3:15])[C:9]([O:11][CH3:12])=[O:10].O.N(C(C)(CC(OC)(C)C)C#N)=NC(C)(CC(C)(OC)C)C#N.[Br:39]Br. The catalyst is ClC1C=CC=CC=1. The product is [Br:39][CH2:1][C:2]1[CH:7]=[CH:6][CH:5]=[CH:4][C:3]=1[C:8](=[CH:13][O:14][CH3:15])[C:9]([O:11][CH3:12])=[O:10]. The yield is 0.688. (6) The reactants are [F:1][C:2]1[CH:3]=[C:4]([CH:22]=[CH:23][C:24]=1[F:25])[CH2:5][C@@H:6]1[CH2:11][C@@H:10]([C:12]2[O:16][NH:15][C:14](=[O:17])[CH:13]=2)[CH2:9][CH2:8][N:7]1C(OC)=O.Br. No catalyst specified. The product is [F:1][C:2]1[CH:3]=[C:4]([CH:22]=[CH:23][C:24]=1[F:25])[CH2:5][C@@H:6]1[CH2:11][C@@H:10]([C:12]2[O:16][NH:15][C:14](=[O:17])[CH:13]=2)[CH2:9][CH2:8][NH:7]1. The yield is 0.220. (7) The reactants are [NH2:1][C:2]1[N:7]=[C:6]2[N:8]([CH2:20][CH3:21])[C:9]([C:11]([N:13]([CH:17]3[CH2:19][CH2:18]3)[CH:14]3[CH2:16][CH2:15]3)=[O:12])=[CH:10][C:5]2=[C:4]2[N:22]([CH3:25])[CH:23]=[N:24][C:3]=12.[C:26](N1C=CC=CC1=O)(N1C=CC=CC1=O)=[S:27]. The catalyst is ClCCl. The product is [CH:14]1([N:13]([CH:17]2[CH2:19][CH2:18]2)[C:11]([C:9]2[N:8]([CH2:20][CH3:21])[C:6]3=[N:7][C:2]([N:1]=[C:26]=[S:27])=[C:3]4[N:24]=[CH:23][N:22]([CH3:25])[C:4]4=[C:5]3[CH:10]=2)=[O:12])[CH2:16][CH2:15]1. The yield is 0.940.